From a dataset of Catalyst prediction with 721,799 reactions and 888 catalyst types from USPTO. Predict which catalyst facilitates the given reaction. (1) Reactant: [Br:1]N1C(=O)NC(=O)N(Br)C1=O.[F:12][C:13]1[C:18]([OH:19])=[C:17]([CH:20]=[O:21])[CH:16]=[CH:15][C:14]=1[C:22]1[CH:27]=[CH:26][C:25]([F:28])=[CH:24][CH:23]=1.S([O-])([O-])(=O)=S.[Na+].[Na+]. Product: [Br:1][C:15]1[C:14]([C:22]2[CH:27]=[CH:26][C:25]([F:28])=[CH:24][CH:23]=2)=[C:13]([F:12])[C:18]([OH:19])=[C:17]([CH:20]=[O:21])[CH:16]=1. The catalyst class is: 3. (2) Product: [C:1]([O:5][C:6]([N:8]1[CH2:9][CH2:10][CH:11]([N:14]([C:15]2[CH:20]=[CH:19][C:18]([C:21]#[N:22])=[CH:17][CH:16]=2)[CH2:34][C:35]2[CH:39]=[CH:38][S:37][CH:36]=2)[CH2:12][CH2:13]1)=[O:7])([CH3:4])([CH3:2])[CH3:3]. The catalyst class is: 1. Reactant: [C:1]([O:5][C:6]([N:8]1[CH2:13][CH2:12][CH:11]([NH:14][C:15]2[CH:20]=[CH:19][C:18]([C:21]#[N:22])=[CH:17][CH:16]=2)[CH2:10][CH2:9]1)=[O:7])([CH3:4])([CH3:3])[CH3:2].C[Si]([N-][Si](C)(C)C)(C)C.[K+].Br[CH2:34][C:35]1[CH:39]=[CH:38][S:37][CH:36]=1. (3) Reactant: [CH2:1]([O:3][C:4](=[O:19])[CH2:5][C:6]([C:8]1[C:9]([C:15]([F:18])([F:17])[F:16])=[N+:10]([O-:14])[CH:11]=[CH:12][CH:13]=1)=[O:7])[CH3:2].Br[CH2:21][C:22]([C:24]1[CH:29]=[C:28]([N+:30]([O-:32])=[O:31])[C:27]([O:33][CH3:34])=[C:26]([O:35][CH3:36])[CH:25]=1)=O.Cl. Product: [CH3:36][O:35][C:26]1[CH:25]=[C:24]([C:22]2[C:5]([C:4]([O:3][CH2:1][CH3:2])=[O:19])=[C:6]([C:8]3[C:9]([C:15]([F:17])([F:16])[F:18])=[N+:10]([O-:14])[CH:11]=[CH:12][CH:13]=3)[O:7][CH:21]=2)[CH:29]=[C:28]([N+:30]([O-:32])=[O:31])[C:27]=1[O:33][CH3:34]. The catalyst class is: 17. (4) Reactant: [F:1][C:2]([C:5]1[CH:6]=[C:7]([CH:9]=[CH:10][CH:11]=1)[NH2:8])([F:4])[CH3:3].O=[N+]([O-])[O-].[O-][N+](=O)[O-].[O-][N+](=O)[O-].[O-][N+](=O)[O-].[O-][N+](=O)[O-].[O-][N+](=O)[O-].[Ce+4].[NH4+].[NH4+].C([O:46][CH2:47][CH3:48])(OCC)OCC.[N+:49]([CH2:52]C(OCC)=O)([O-])=O.[C:58](O)(=O)C. Product: [F:1][C:2]([C:5]1[CH:6]=[C:7]([N:8]2[CH:58]=[C:48]([CH2:47][OH:46])[N:49]=[CH:52]2)[CH:9]=[CH:10][CH:11]=1)([F:4])[CH3:3]. The catalyst class is: 292. (5) Reactant: [F:1][C:2]1[CH:7]=[CH:6][C:5]([C:8]2[CH:17]=[CH:16][N:15]=[C:14]3[C:9]=2[CH:10]=[CH:11][C:12]([C:18]([F:21])([F:20])[F:19])=[N:13]3)=[CH:4][C:3]=1[O:22]C.B(Br)(Br)Br.CO.C(=O)([O-])O.[Na+]. Product: [F:1][C:2]1[CH:7]=[CH:6][C:5]([C:8]2[C:9]3[C:14](=[N:13][C:12]([C:18]([F:19])([F:20])[F:21])=[CH:11][CH:10]=3)[N:15]=[CH:16][CH:17]=2)=[CH:4][C:3]=1[OH:22]. The catalyst class is: 4.